Dataset: NCI-60 drug combinations with 297,098 pairs across 59 cell lines. Task: Regression. Given two drug SMILES strings and cell line genomic features, predict the synergy score measuring deviation from expected non-interaction effect. (1) Drug 1: CS(=O)(=O)C1=CC(=C(C=C1)C(=O)NC2=CC(=C(C=C2)Cl)C3=CC=CC=N3)Cl. Drug 2: C(CCl)NC(=O)N(CCCl)N=O. Cell line: SNB-75. Synergy scores: CSS=-0.986, Synergy_ZIP=1.14, Synergy_Bliss=1.68, Synergy_Loewe=-2.20, Synergy_HSA=-1.28. (2) Drug 1: CCCS(=O)(=O)NC1=C(C(=C(C=C1)F)C(=O)C2=CNC3=C2C=C(C=N3)C4=CC=C(C=C4)Cl)F. Drug 2: CNC(=O)C1=NC=CC(=C1)OC2=CC=C(C=C2)NC(=O)NC3=CC(=C(C=C3)Cl)C(F)(F)F. Cell line: SF-539. Synergy scores: CSS=24.9, Synergy_ZIP=-2.86, Synergy_Bliss=2.54, Synergy_Loewe=-4.67, Synergy_HSA=2.75.